Dataset: Full USPTO retrosynthesis dataset with 1.9M reactions from patents (1976-2016). Task: Predict the reactants needed to synthesize the given product. (1) Given the product [CH2:15]([C:14]1[C:9]([CH2:8][CH2:7][OH:6])=[CH:10][C:11]([O:30][CH3:31])=[C:12]([C:17]2[N:22]=[C:21]([NH:23][C:24](=[O:29])[C:25]([CH3:28])([CH3:26])[CH3:27])[CH:20]=[CH:19][CH:18]=2)[CH:13]=1)[CH3:16], predict the reactants needed to synthesize it. The reactants are: C([Si](C)(C)[O:6][CH2:7][CH2:8][C:9]1[C:14]([CH2:15][CH3:16])=[CH:13][C:12]([C:17]2[N:22]=[C:21]([NH:23][C:24](=[O:29])[C:25]([CH3:28])([CH3:27])[CH3:26])[CH:20]=[CH:19][CH:18]=2)=[C:11]([O:30][CH3:31])[CH:10]=1)(C)(C)C.CCCC[N+](CCCC)(CCCC)CCCC.[F-]. (2) Given the product [CH3:31][N:32]([CH3:36])[CH2:33][CH2:34][NH:35][C:5]([NH:6][C:7]1[C:8]([CH3:27])=[C:9]([CH3:26])[C:10]2[O:14][CH2:13][CH:12]([C:15]3[CH:16]=[CH:17][C:18]([CH:21]([CH3:22])[CH3:23])=[CH:19][CH:20]=3)[C:11]=2[C:24]=1[CH3:25])=[O:4], predict the reactants needed to synthesize it. The reactants are: ClC(Cl)(Cl)C[O:4][C:5](=O)[NH:6][C:7]1[C:8]([CH3:27])=[C:9]([CH3:26])[C:10]2[O:14][CH2:13][CH:12]([C:15]3[CH:20]=[CH:19][C:18]([CH:21]([CH3:23])[CH3:22])=[CH:17][CH:16]=3)[C:11]=2[C:24]=1[CH3:25].[CH3:31][N:32]([CH3:36])[CH2:33][CH2:34][NH2:35]. (3) Given the product [C:43](=[O:44])([O:42][C@@H:13]1[C@@H:14]([O:40][CH3:41])[CH:15]=[CH:16][CH:17]=[C:18]([CH3:39])[C:19](=[O:20])[NH:21][C:22]2[C:29](=[O:30])[C:27]([CH2:28][C@@H:6]([CH3:5])[CH2:7][C@H:8]([O:49][CH3:50])[C@H:9]([OH:48])[C@@H:10]([CH3:47])[CH:11]=[C:12]1[CH3:46])=[C:26]([NH:4][CH2:1][CH:2]=[CH2:3])[C:24](=[O:25])[C:23]=2[C:33]1[CH:52]=[CH:51][C:55]([O:54][CH3:53])=[CH:35][CH:34]=1)[NH2:45], predict the reactants needed to synthesize it. The reactants are: [CH2:1]([NH2:4])[CH:2]=[CH2:3].[CH3:5][C@@H:6]1[CH2:28][C:27]2[C:29](=[O:30])[C:22](=[C:23]([C:33]3C=CC=[CH:35][CH:34]=3)[C:24]([C:26]=2OC)=[O:25])[NH:21][C:19](=[O:20])[C:18]([CH3:39])=[CH:17][CH:16]=[CH:15][C@H:14]([O:40][CH3:41])[C@@H:13]([O:42][C:43]([NH2:45])=[O:44])[C:12]([CH3:46])=[CH:11][C@H:10]([CH3:47])[C@@H:9]([OH:48])[C@@H:8]([O:49][CH3:50])[CH2:7]1.[CH2:51]1[CH2:55][O:54][CH2:53][CH2:52]1.